Predict the reactants needed to synthesize the given product. From a dataset of Full USPTO retrosynthesis dataset with 1.9M reactions from patents (1976-2016). (1) Given the product [Cl:11][C:12]1[C:13]([O:8][CH2:7][CH:1]2[CH2:6][CH2:5][CH2:4][CH2:3][CH2:2]2)=[CH:14][C:15]([F:20])=[C:16]([CH:19]=1)[C:17]#[N:18], predict the reactants needed to synthesize it. The reactants are: [CH:1]1([CH2:7][OH:8])[CH2:6][CH2:5][CH2:4][CH2:3][CH2:2]1.[H-].[Na+].[Cl:11][C:12]1[C:13](F)=[CH:14][C:15]([F:20])=[C:16]([CH:19]=1)[C:17]#[N:18].C([O-])(O)=O.[Na+]. (2) The reactants are: [C:1]([C:3]1[C:4](=O)[NH:5][C:6]([S:9][CH3:10])=[N:7][CH:8]=1)#[N:2].P(Cl)(Cl)([Cl:14])=O. Given the product [Cl:14][C:4]1[C:3]([C:1]#[N:2])=[CH:8][N:7]=[C:6]([S:9][CH3:10])[N:5]=1, predict the reactants needed to synthesize it. (3) Given the product [CH3:23][C:18]1[C:17]([CH2:2][C:3]2[O:4][C:5]3[CH:11]=[CH:10][C:9]([CH2:12][C:13]([O:15][CH3:16])=[O:14])=[CH:8][C:6]=3[CH:7]=2)=[CH:22][CH:21]=[CH:20][N:19]=1, predict the reactants needed to synthesize it. The reactants are: Cl[CH:2]([C:17]1[C:18]([CH3:23])=[N:19][CH:20]=[CH:21][CH:22]=1)[C:3]1[O:4][C:5]2[CH:11]=[CH:10][C:9]([CH2:12][C:13]([O:15][CH3:16])=[O:14])=[CH:8][C:6]=2[CH:7]=1. (4) Given the product [N+:19]([C:16]1[CH:15]=[C:14]([N+:22]([O-:24])=[O:23])[CH:13]=[CH:18][C:17]=1[CH:5]([C:4](=[O:3])[CH3:11])[C:6]([O:8][CH2:9][CH3:10])=[O:7])([O-:21])=[O:20], predict the reactants needed to synthesize it. The reactants are: [H-].[Na+].[O:3]=[C:4]([CH3:11])[CH2:5][C:6]([O:8][CH2:9][CH3:10])=[O:7].Cl[C:13]1[CH:18]=[CH:17][C:16]([N+:19]([O-:21])=[O:20])=[CH:15][C:14]=1[N+:22]([O-:24])=[O:23].Cl. (5) Given the product [Cl:1][C:2]([Cl:7])([Cl:6])[C:3]([O:5][CH2:12][CH3:13])=[O:4], predict the reactants needed to synthesize it. The reactants are: [Cl:1][C:2]([Cl:7])([Cl:6])[C:3]([OH:5])=[O:4].S(OCC)(O[CH2:12][CH3:13])(=O)=O.C1(C(=CC(=C(C=1)C)C)C)C.